Task: Predict the reaction yield, written as a fraction of the theoretical maximum amount of product (1.0 means a 100% yield; for example, 0.34 means a 34% yield).. Dataset: Reaction yield outcomes from USPTO patents with 853,638 reactions (1) The reactants are [N:1]1([C:7](=[O:12])[C:8]([S:10][CH3:11])=S)[CH2:6][CH2:5][O:4][CH2:3][CH2:2]1.S(=O)(=O)(O)O.[NH2:18][CH2:19]C#N.C([N:24](CC)CC)C. The catalyst is CO. The product is [N:1]1([C:7]([C:8]2[S:10][C:11]([NH2:24])=[CH:19][N:18]=2)=[O:12])[CH2:6][CH2:5][O:4][CH2:3][CH2:2]1. The yield is 0.310. (2) The reactants are [F:1][C:2]1[CH:3]=[C:4]2[C:8](=[CH:9][CH:10]=1)[NH:7][C:6]([C:11]([O:13][CH2:14][CH3:15])=[O:12])=[CH:5]2.[CH2:16](OC(C1NC2C(C=1)=CC=CC=2)=O)C. No catalyst specified. The product is [F:1][C:2]1[CH:3]=[C:4]2[C:8](=[CH:9][CH:10]=1)[N:7]([CH3:16])[C:6]([C:11]([O:13][CH2:14][CH3:15])=[O:12])=[CH:5]2. The yield is 1.00. (3) The reactants are C1CO[C:8]2[CH:7]=[CH:6][C:5]([NH:11][C:12]3[C:17]([F:18])=[CH:16][N:15]=[C:14]([NH:19][C:20]4[CH:25]=[CH:24][CH:23]=[C:22](O)C=4)[N:13]=3)=[CH:4][C:3]=2[O:2]1.Cl[C:28]1N=C(NC2C=CC=C(O)C=2)C(F)=C[N:29]=1.N1C=CC=C(CN)C=1. No catalyst specified. The product is [F:18][C:17]1[C:12]([NH:11][C:5]2[CH:6]=[CH:7][CH:8]=[C:3]([OH:2])[CH:4]=2)=[N:13][C:14]([NH:19][CH2:20][C:25]2[CH:28]=[N:29][CH:22]=[CH:23][CH:24]=2)=[N:15][CH:16]=1. The yield is 0.620. (4) The reactants are [O:1]=[C:2]1[NH:11][C:10](=[O:12])[C:9]2[C:4](=[CH:5][C:6]([C:13]([NH:15][O:16]C3CCCCO3)=[O:14])=[CH:7][CH:8]=2)[NH:3]1. The catalyst is C1COCC1.C(O)(=O)C.O. The product is [OH:16][NH:15][C:13]([C:6]1[CH:5]=[C:4]2[C:9]([C:10](=[O:12])[NH:11][C:2](=[O:1])[NH:3]2)=[CH:8][CH:7]=1)=[O:14]. The yield is 0.440. (5) The catalyst is CO.[Pd]. The reactants are C([O:8][C:9]1[CH:14]=[C:13]([O:15]CC2C=CC=CC=2)[C:12]([CH:23]([CH3:25])[CH3:24])=[CH:11][C:10]=1[C:26]1[N:27]([C:32]2[CH:37]=[CH:36][C:35]([O:38][CH3:39])=[C:34]([N:40]([CH3:44])[CH2:41][CH2:42][CH3:43])[CH:33]=2)[C:28]([OH:31])=[N:29][N:30]=1)C1C=CC=CC=1. The yield is 0.940. The product is [OH:31][C:28]1[N:27]([C:32]2[CH:37]=[CH:36][C:35]([O:38][CH3:39])=[C:34]([N:40]([CH3:44])[CH2:41][CH2:42][CH3:43])[CH:33]=2)[C:26]([C:10]2[CH:11]=[C:12]([CH:23]([CH3:24])[CH3:25])[C:13]([OH:15])=[CH:14][C:9]=2[OH:8])=[N:30][N:29]=1. (6) The reactants are [F:1][C:2]1[CH:3]=[C:4]([C@H:8]2[CH2:12][CH2:11][CH2:10][N:9]2[C:13]2[CH:18]=[CH:17][N:16]3[N:19]=[CH:20][C:21]([C:22]([OH:24])=O)=[C:15]3[N:14]=2)[CH:5]=[N:6][CH:7]=1.CN(C(ON1N=NC2C=CC=NC1=2)=[N+](C)C)C.F[P-](F)(F)(F)(F)F.FC(F)(F)C(O)=O.[CH3:56][O:57][CH:58]1[CH2:61][NH:60][CH2:59]1.CCN(C(C)C)C(C)C. The catalyst is CN(C=O)C. The product is [F:1][C:2]1[CH:3]=[C:4]([C@H:8]2[CH2:12][CH2:11][CH2:10][N:9]2[C:13]2[CH:18]=[CH:17][N:16]3[N:19]=[CH:20][C:21]([C:22]([N:60]4[CH2:61][CH:58]([O:57][CH3:56])[CH2:59]4)=[O:24])=[C:15]3[N:14]=2)[CH:5]=[N:6][CH:7]=1. The yield is 0.690. (7) The reactants are NC1(C2C=CC(C3C(=O)C4C(OC=3C3C=CC=CC=3)=C(C3C(C)=NN(C)C=3C)N=CC=4)=CC=2)CCC1.[O:37]=[C:38]1[C:47]2[C:42](=[C:43]([C:48]3[CH:53]=[CH:52][CH:51]=[CH:50][CH:49]=3)[N:44]=[CH:45][CH:46]=2)[O:41][C:40]([C:54]2[CH:59]=[CH:58][CH:57]=[CH:56][CH:55]=2)=[C:39]1[C:60]1[CH:65]=[CH:64][C:63]([C:66]2([NH:70]C(=O)OC(C)(C)C)[CH2:69][CH2:68][CH2:67]2)=[CH:62][CH:61]=1. No catalyst specified. The product is [NH2:70][C:66]1([C:63]2[CH:62]=[CH:61][C:60]([C:39]3[C:38](=[O:37])[C:47]4[C:42]([O:41][C:40]=3[C:54]3[CH:59]=[CH:58][CH:57]=[CH:56][CH:55]=3)=[C:43]([C:48]3[CH:53]=[CH:52][CH:51]=[CH:50][CH:49]=3)[N:44]=[CH:45][CH:46]=4)=[CH:65][CH:64]=2)[CH2:69][CH2:68][CH2:67]1. The yield is 0.150.